Dataset: Full USPTO retrosynthesis dataset with 1.9M reactions from patents (1976-2016). Task: Predict the reactants needed to synthesize the given product. (1) Given the product [CH:1]1([N:7]([CH2:21][CH2:22][CH:23]([CH3:28])[CH3:24])[C:8](=[O:20])[NH:9][C:10]2[S:11][C:12]([S:15][CH2:16][C:17]([OH:19])=[O:18])=[CH:13][N:14]=2)[CH2:2][CH2:3][CH2:4][CH2:5][CH2:6]1, predict the reactants needed to synthesize it. The reactants are: [CH:1]1([N:7]([CH2:21][CH2:22][C:23]2[CH:28]=CC=C[CH:24]=2)[C:8](=[O:20])[NH:9][C:10]2[S:11][C:12]([S:15][CH2:16][C:17]([OH:19])=[O:18])=[CH:13][N:14]=2)[CH2:6][CH2:5][CH2:4][CH2:3][CH2:2]1.CC(C)CCN.C1(=O)CCCCC1. (2) Given the product [CH3:31][C:30]([O:29][C:27]([N:24]1[CH2:23][CH2:22][C:14]2([CH2:13][N:12]([C:10](=[O:11])[C@H:6]([CH:7]([CH3:9])[CH3:8])[NH:5][C:3]([O:2][CH3:1])=[O:4])[CH:16]([C:17]([OH:19])=[O:18])[CH2:15]2)[CH2:26][CH2:25]1)=[O:28])([CH3:33])[CH3:32], predict the reactants needed to synthesize it. The reactants are: [CH3:1][O:2][C:3]([NH:5][C@H:6]([C:10]([N:12]1[CH:16]([C:17]([O:19]CC)=[O:18])[CH2:15][C:14]2([CH2:26][CH2:25][N:24]([C:27]([O:29][C:30]([CH3:33])([CH3:32])[CH3:31])=[O:28])[CH2:23][CH2:22]2)[CH2:13]1)=[O:11])[CH:7]([CH3:9])[CH3:8])=[O:4].O.[OH-].[Li+].Cl. (3) Given the product [CH2:1]([O:8][C:9]1[CH:26]=[CH:25][C:24]2[C@@H:23]3[C@H:14]([C@H:15]4[C@@:19]([CH2:21][CH2:22]3)([CH3:20])[C:18](=[O:27])[CH2:17][C@H:16]4[C:28]#[N:29])[CH2:13][CH2:12][C:11]=2[CH:10]=1)[C:2]1[CH:3]=[CH:4][CH:5]=[CH:6][CH:7]=1, predict the reactants needed to synthesize it. The reactants are: [CH2:1]([O:8][C:9]1[CH:26]=[CH:25][C:24]2[C@@H:23]3[C@H:14]([C@H:15]4[C@@:19]([CH2:21][CH2:22]3)([CH3:20])[C:18](=[O:27])[CH:17]=[CH:16]4)[CH2:13][CH2:12][C:11]=2[CH:10]=1)[C:2]1[CH:7]=[CH:6][CH:5]=[CH:4][CH:3]=1.[C-:28]#[N:29].[Na+]. (4) Given the product [Si:41]([O:29][CH2:28][C@H:13]1[O:12][C@H:7]([O:8]/[CH:9]=[CH:10]/[CH3:11])[C@H:6]([O:5][CH2:4][CH2:3][C@H:2]([OH:1])[CH2:30][CH2:31][CH2:32][CH2:33][CH2:34][CH2:35][CH2:36][CH2:37][CH2:38][CH2:39][CH3:40])[C@@H:15]([O:16][CH2:17][CH2:18][CH2:19][CH2:20][CH2:21][CH2:22][CH2:23][CH2:24][CH2:25][CH3:26])[C@@H:14]1[OH:27])([C:44]([CH3:47])([CH3:46])[CH3:45])([CH3:43])[CH3:42], predict the reactants needed to synthesize it. The reactants are: [OH:1][C@H:2]([CH2:30][CH2:31][CH2:32][CH2:33][CH2:34][CH2:35][CH2:36][CH2:37][CH2:38][CH2:39][CH3:40])[CH2:3][CH2:4][O:5][C@@H:6]1[C@@H:15]([O:16][CH2:17][CH2:18][CH2:19][CH2:20][CH2:21][CH2:22][CH2:23][CH2:24][CH2:25][CH3:26])[C@H:14]([OH:27])[C@@H:13]([CH2:28][OH:29])[O:12][C@@H:7]1[O:8]/[CH:9]=[CH:10]/[CH3:11].[Si:41](Cl)([C:44]([CH3:47])([CH3:46])[CH3:45])([CH3:43])[CH3:42]. (5) Given the product [S:9]([O-:14])([O-:12])(=[O:11])=[O:10].[CH3:8][S+:7]([CH3:13])[C:1]1[CH:6]=[CH:5][CH:4]=[CH:3][CH:2]=1.[CH3:8][S+:7]([C:1]1[CH:6]=[CH:5][CH:4]=[CH:3][CH:2]=1)[CH3:16], predict the reactants needed to synthesize it. The reactants are: [C:1]1([S:7][CH3:8])[CH:6]=[CH:5][CH:4]=[CH:3][CH:2]=1.[S:9]([O:14]C)([O:12][CH3:13])(=[O:11])=[O:10].[CH2:16](OCC)C. (6) Given the product [CH2:63]([N:65]1[CH:69]=[C:68]([C:16]2[S:17][C:10]3[C:11](=[N:12][CH:13]=[CH:14][C:9]=3[O:8][C:7]3[CH:6]=[CH:5][C:4]([NH:24][C:25](=[O:38])[CH2:26][C:27]([NH:29][C:30]4[CH:35]=[CH:34][CH:33]=[CH:32][C:31]=4[F:39])=[O:28])=[CH:3][C:2]=3[F:1])[CH:15]=2)[N:67]=[CH:66]1)[CH3:64], predict the reactants needed to synthesize it. The reactants are: [F:1][C:2]1[CH:3]=[C:4]([NH:24][C:25](=[O:38])[CH2:26][C:27]([NH:29][C:30]2[CH:35]=[CH:34][CH:33]=[CH:32][C:31]=2OF)=[O:28])[CH:5]=[CH:6][C:7]=1[O:8][C:9]1[CH:14]=[CH:13][N:12]=[C:11]2[CH:15]=[C:16](C3N(C)C=CN=3)[S:17][C:10]=12.[F:39]C1C=C(N)C=CC=1OC1C=CN=C2C=C(C3N(C)C=CN=3)SC=12.[CH2:63]([N:65]1[CH:69]=[C:68](C2SC3C(=NC=CC=3OC3C=CC(N)=CC=3F)C=2)[N:67]=[CH:66]1)[CH3:64]. (7) Given the product [C:25]([CH2:2][C:3]1[N:8]=[C:7]([CH2:9][N:10]2[C:14]3[N:15]=[C:16]([NH2:24])[N:17]=[C:18]([C:19]4[O:20][CH:21]=[CH:22][CH:23]=4)[C:13]=3[N:12]=[N:11]2)[CH:6]=[CH:5][CH:4]=1)#[N:26], predict the reactants needed to synthesize it. The reactants are: Br[CH2:2][C:3]1[N:8]=[C:7]([CH2:9][N:10]2[C:14]3[N:15]=[C:16]([NH2:24])[N:17]=[C:18]([C:19]4[O:20][CH:21]=[CH:22][CH:23]=4)[C:13]=3[N:12]=[N:11]2)[CH:6]=[CH:5][CH:4]=1.[C-:25]#[N:26].[Na+].